From a dataset of Full USPTO retrosynthesis dataset with 1.9M reactions from patents (1976-2016). Predict the reactants needed to synthesize the given product. (1) The reactants are: [OH:1][C:2]1[CH:3]=[C:4]([CH:7]=[CH:8][CH:9]=1)[CH:5]=[O:6].C([O-])([O-])=O.[K+].[K+].Br[CH2:17][CH2:18][CH2:19][OH:20].O. Given the product [OH:20][CH2:19][CH2:18][CH2:17][O:1][C:2]1[CH:3]=[C:4]([CH:7]=[CH:8][CH:9]=1)[CH:5]=[O:6], predict the reactants needed to synthesize it. (2) Given the product [Br:1][C:2]1[C:3]([C:13]2[CH:18]=[CH:17][CH:16]=[CH:15][CH:14]=2)=[CH:4][C:5]2[N:10]([CH2:27][C:26]([F:30])([F:29])[F:25])[C:9](=[O:11])[CH2:8][O:7][C:6]=2[N:12]=1, predict the reactants needed to synthesize it. The reactants are: [Br:1][C:2]1[C:3]([C:13]2[CH:18]=[CH:17][CH:16]=[CH:15][CH:14]=2)=[CH:4][C:5]2[NH:10][C:9](=[O:11])[CH2:8][O:7][C:6]=2[N:12]=1.C(=O)([O-])[O-].[K+].[K+].[F:25][C:26]([F:30])([F:29])[CH2:27]I. (3) Given the product [N:19]1[CH:10]=[CH:11][C:6]([CH:5]([N:12]2[CH:16]=[C:15]([NH2:17])[CH:14]=[N:13]2)[CH3:4])=[CH:7][CH:8]=1, predict the reactants needed to synthesize it. The reactants are: CN(C)C[CH2:4][CH:5]([N:12]1[CH:16]=[C:15]([NH2:17])[CH:14]=[N:13]1)[C:6]1[CH:11]=[CH:10]C=[CH:8][CH:7]=1.[N:19]1C=CC(C(O)C)=CC=1. (4) Given the product [F:6][C:7]([F:20])([F:19])[C:8]1[CH:18]=[CH:17][C:11]([CH:12]=[CH:13][C:14]([Cl:24])=[O:15])=[CH:10][CH:9]=1, predict the reactants needed to synthesize it. The reactants are: C(=O)([O-])[O-].O.[F:6][C:7]([F:20])([F:19])[C:8]1[CH:18]=[CH:17][C:11]([CH:12]=[CH:13][C:14](O)=[O:15])=[CH:10][CH:9]=1.C(Cl)(=O)C([Cl:24])=O. (5) Given the product [CH2:12]1[C:9](=[O:10])[N:8]2[C@@H:7]([C:25]([OH:44])=[O:43])/[C:6](/[O:14][C@H:13]12)=[CH:5]/[CH2:4][OH:64], predict the reactants needed to synthesize it. The reactants are: C1[CH:6]([CH2:7][N:8]2[C:13](=[O:14])[CH:12]=C[C:9]2=[O:10])[CH2:5][CH2:4]C(C(ON2C(=O)CCC2=O)=O)C1.[C:25]([O-:44])(=[O:43])CCCCCCCCCCCCCCCCC.[Mg+2].C([O-])(=[O:64])CCCCCCCCCCCCCCCCC. (6) Given the product [CH:18]1([C:2]2[CH:7]=[CH:6][C:5]([S:8]([NH2:11])(=[O:10])=[O:9])=[CH:4][CH:3]=2)[CH2:22][CH2:21][CH2:20][CH2:19]1, predict the reactants needed to synthesize it. The reactants are: Br[C:2]1[CH:7]=[CH:6][C:5]([S:8]([NH2:11])(=[O:10])=[O:9])=[CH:4][CH:3]=1.O1C=CC=N1.[Br-].[CH:18]1([Zn+])[CH2:22][CH2:21][CH2:20][CH2:19]1. (7) Given the product [CH3:1][O:2]/[N:3]=[C:4](/[C:35]1[CH:40]=[CH:39][CH:38]=[CH:37][CH:36]=1)\[C:5]1[CH:34]=[CH:33][C:8]2[N:9]([CH2:13][CH2:14][O:15][C:16]3[CH:17]=[CH:18][C:19]([CH2:22][CH:23]([O:27][CH2:28][C:29]([F:31])([F:30])[F:32])[C:24]([OH:26])=[O:25])=[CH:20][CH:21]=3)[C:10](=[O:12])[S:11][C:7]=2[CH:6]=1, predict the reactants needed to synthesize it. The reactants are: [CH3:1][O:2][N:3]=[C:4]([C:35]1[CH:40]=[CH:39][CH:38]=[CH:37][CH:36]=1)[C:5]1[CH:34]=[CH:33][C:8]2[N:9]([CH2:13][CH2:14][O:15][C:16]3[CH:21]=[CH:20][C:19]([CH2:22][CH:23]([O:27][CH2:28][C:29]([F:32])([F:31])[F:30])[C:24]([OH:26])=[O:25])=[CH:18][CH:17]=3)[C:10](=[O:12])[S:11][C:7]=2[CH:6]=1. (8) Given the product [Cl:23][C:18]1[C:17]([C:15]([C:12]2[O:13][CH:14]=[C:10]([CH2:9][OH:8])[CH:11]=2)=[O:16])=[CH:22][N:21]=[CH:20][N:19]=1, predict the reactants needed to synthesize it. The reactants are: [Si]([O:8][CH2:9][C:10]1[CH:11]=[C:12]([C:15]([C:17]2[C:18]([Cl:23])=[N:19][CH:20]=[N:21][CH:22]=2)=[O:16])[O:13][CH:14]=1)(C(C)(C)C)(C)C.Cl.CCOCC. (9) Given the product [C:10]([O:9][C:7](=[O:8])[NH:6][CH2:5][CH2:4][CH2:3][Cl:2])([CH3:13])([CH3:12])[CH3:11], predict the reactants needed to synthesize it. The reactants are: [Cl-].[Cl:2][CH2:3][CH2:4][CH2:5][NH3+:6].[C:7](O[C:7]([O:9][C:10]([CH3:13])([CH3:12])[CH3:11])=[O:8])([O:9][C:10]([CH3:13])([CH3:12])[CH3:11])=[O:8]. (10) Given the product [CH2:1]([C:3]1[CH:8]=[C:7]([C:9]2[N:13]=[C:12]([C:14]3[S:15][C:16]([CH3:23])=[C:17]([CH2:19][CH:20]([CH3:22])[CH3:21])[CH:18]=3)[O:11][N:10]=2)[CH:6]=[C:5]([CH3:24])[C:4]=1[CH2:25][CH2:26][C:27]([NH:64][CH2:63][CH2:61][OH:62])=[O:28])[CH3:2], predict the reactants needed to synthesize it. The reactants are: [CH2:1]([C:3]1[CH:8]=[C:7]([C:9]2[N:13]=[C:12]([C:14]3[S:15][C:16]([CH3:23])=[C:17]([CH2:19][CH:20]([CH3:22])[CH3:21])[CH:18]=3)[O:11][N:10]=2)[CH:6]=[C:5]([CH3:24])[C:4]=1[CH2:25][CH2:26][C:27](O)=[O:28])[CH3:2].CCN(C(C)C)C(C)C.CN(C(ON1N=NC2C=CC=CC1=2)=[N+](C)C)C.[B-](F)(F)(F)F.[CH2:61]([CH2:63][NH2:64])[OH:62].